From a dataset of Reaction yield outcomes from USPTO patents with 853,638 reactions. Predict the reaction yield, written as a fraction of the theoretical maximum amount of product (1.0 means a 100% yield; for example, 0.34 means a 34% yield). The yield is 0.560. The reactants are [OH:1][CH2:2][C:3](=O)[CH3:4].[NH2:6][C:7]1[C:12]([CH:13]=O)=[CH:11][N:10]=[C:9]([S:15][CH3:16])[N:8]=1.[OH-].[Na+].Cl. The catalyst is O.CCO.O.CCO. The product is [CH3:4][C:3]1[C:2]([OH:1])=[CH:13][C:12]2[CH:11]=[N:10][C:9]([S:15][CH3:16])=[N:8][C:7]=2[N:6]=1.